From a dataset of Full USPTO retrosynthesis dataset with 1.9M reactions from patents (1976-2016). Predict the reactants needed to synthesize the given product. (1) Given the product [CH:1]1([CH2:6][CH2:7][CH2:8][O:9][C:10]2[CH:11]=[C:12]3[C:13]([C:18]([CH3:22])([CH3:21])[C:19]([NH2:20])=[N:23]3)=[CH:14][C:15]=2[O:16][CH3:17])[CH2:5][CH2:4][CH2:3][CH2:2]1, predict the reactants needed to synthesize it. The reactants are: [CH:1]1([CH2:6][CH2:7][CH2:8][O:9][C:10]2[C:15]([O:16][CH3:17])=[CH:14][C:13]([C:18]([CH3:22])([CH3:21])[C:19]#[N:20])=[C:12]([N+:23]([O-])=O)[CH:11]=2)[CH2:5][CH2:4][CH2:3][CH2:2]1.COC1C(OCCCN2CCCC2)=CC([N+]([O-])=O)=C(C2(C#N)CCC2)C=1. (2) Given the product [F:3][C:4]1([F:11])[CH:9]([OH:10])[CH2:8][CH2:7][N:6]([C:17]([O:16][C:13]([CH3:15])([CH3:14])[CH3:12])=[O:18])[CH2:5]1, predict the reactants needed to synthesize it. The reactants are: N#N.[F:3][C:4]1([F:11])[CH:9]([OH:10])[CH2:8][CH2:7][NH:6][CH2:5]1.[CH3:12][C:13]([O:16][C:17](O[C:17]([O:16][C:13]([CH3:15])([CH3:14])[CH3:12])=[O:18])=[O:18])([CH3:15])[CH3:14].O. (3) Given the product [F:1][C:2]1[CH:9]=[C:8]([CH2:10][OH:15])[CH:7]=[CH:6][C:3]=1[C:4]#[N:5], predict the reactants needed to synthesize it. The reactants are: [F:1][C:2]1[CH:9]=[C:8]([CH:10]=C)[CH:7]=[CH:6][C:3]=1[C:4]#[N:5].[BH4-].[Na+].C[OH:15].